Dataset: Full USPTO retrosynthesis dataset with 1.9M reactions from patents (1976-2016). Task: Predict the reactants needed to synthesize the given product. (1) Given the product [CH2:17]([C:19]1[NH:23][C:22]([C:24]([NH:1][C@H:2]2[CH2:7][CH2:6][N:5]([C:8]([O:10][C:11]([CH3:12])([CH3:13])[CH3:14])=[O:9])[CH2:4][C@H:3]2[O:15][CH3:16])=[O:25])=[N:21][C:20]=1[C:27]([F:29])([F:30])[F:28])[CH3:18], predict the reactants needed to synthesize it. The reactants are: [NH2:1][C@H:2]1[CH2:7][CH2:6][N:5]([C:8]([O:10][C:11]([CH3:14])([CH3:13])[CH3:12])=[O:9])[CH2:4][C@H:3]1[O:15][CH3:16].[CH2:17]([C:19]1[NH:23][C:22]([C:24](O)=[O:25])=[N:21][C:20]=1[C:27]([F:30])([F:29])[F:28])[CH3:18].CCN=C=NCCCN(C)C.Cl.C1C=CC2N(O)N=NC=2C=1. (2) Given the product [CH3:8][N:7]([CH3:9])[C:6]1[CH:10]=[CH:11][C:3]([CH2:2][NH:1][C:13]2[CH:18]=[C:17]([C:19]3[CH:24]=[CH:23][CH:22]=[C:21]([CH3:25])[C:20]=3[CH3:26])[N:16]=[C:15]([NH2:27])[N:14]=2)=[CH:4][CH:5]=1, predict the reactants needed to synthesize it. The reactants are: [NH2:1][CH2:2][C:3]1[CH:11]=[CH:10][C:6]([N:7]([CH3:9])[CH3:8])=[CH:5][CH:4]=1.Cl[C:13]1[CH:18]=[C:17]([C:19]2[CH:24]=[CH:23][CH:22]=[C:21]([CH3:25])[C:20]=2[CH3:26])[N:16]=[C:15]([NH2:27])[N:14]=1. (3) Given the product [Br:1][C:2]1[CH:28]=[CH:27][C:5]([CH2:6][N:7]2[C:8]3[CH:13]=[CH:12][C:11]([O:14][CH2:15][C:16]4[CH:25]=[CH:24][C:23]5[C:18](=[CH:19][CH:20]=[CH:21][CH:22]=5)[N:17]=4)=[CH:10][C:9]=3[N:26]=[C:31]2[C@H:32]2[CH2:33][CH2:34][CH2:35][CH2:36][C@H:37]2[C:29]([OH:39])=[O:30])=[CH:4][CH:3]=1, predict the reactants needed to synthesize it. The reactants are: [Br:1][C:2]1[CH:28]=[CH:27][C:5]([CH2:6][NH:7][C:8]2[C:9]([NH2:26])=[CH:10][C:11]([O:14][CH2:15][C:16]3[CH:25]=[CH:24][C:23]4[C:18](=[CH:19][CH:20]=[CH:21][CH:22]=4)[N:17]=3)=[CH:12][CH:13]=2)=[CH:4][CH:3]=1.[C:29]1(=[O:39])[C@@H:37]2[C@@H:32]([CH2:33][CH2:34][CH2:35][CH2:36]2)[C:31](=O)[O:30]1.Cl. (4) Given the product [O:3]1[CH2:4][CH2:5][O:1][CH:2]1[CH2:6][N:7]1[C:16](=[O:17])[CH:15]=[CH:14][C:13]2[N:12]=[CH:11][C:10]([N:18]([CH3:30])[C:19](=[O:25])[O:20][C:21]([CH3:22])([CH3:24])[CH3:23])=[CH:9][C:8]1=2, predict the reactants needed to synthesize it. The reactants are: [O:1]1[CH2:5][CH2:4][O:3][CH:2]1[CH2:6][N:7]1[C:16](=[O:17])[CH:15]=[CH:14][C:13]2[N:12]=[CH:11][C:10]([NH:18][C:19](=[O:25])[O:20][C:21]([CH3:24])([CH3:23])[CH3:22])=[CH:9][C:8]1=2.[H-].[Na+].CI.[C:30](OCC)(=O)C. (5) Given the product [F:1][C:2]1[CH:18]=[CH:17][CH:16]=[C:15]([N+:19]([O-:21])=[O:20])[C:3]=1[C:4]1[S:24][C:7]2[CH:8]=[N:9][CH:10]=[C:11]([F:12])[C:6]=2[N:5]=1, predict the reactants needed to synthesize it. The reactants are: [F:1][C:2]1[CH:18]=[CH:17][CH:16]=[C:15]([N+:19]([O-:21])=[O:20])[C:3]=1[C:4](Cl)=[N:5][C:6]1[C:11]([F:12])=[CH:10][N:9]=[CH:8][C:7]=1F.NC(N)=[S:24].N1C=CC=CC=1.CCN(CC)CC. (6) Given the product [CH3:1][O:2][C:3](=[O:35])[CH2:4][C:6]1[C:14]2[C:9](=[CH:10][CH:11]=[CH:12][CH:13]=2)[NH:8][C:7]=1[C:15]1[CH:20]=[C:19]([C:21]([F:22])([F:23])[F:24])[CH:18]=[C:17]([S:25](=[O:33])(=[O:34])[NH:26][CH:27]2[CH2:28][CH2:29][CH2:30][CH2:31][CH2:32]2)[CH:16]=1, predict the reactants needed to synthesize it. The reactants are: [CH3:1][O:2][C:3](=[O:35])[C:4]([C:6]1[C:14]2[C:9](=[CH:10][CH:11]=[CH:12][CH:13]=2)[NH:8][C:7]=1[C:15]1[CH:20]=[C:19]([C:21]([F:24])([F:23])[F:22])[CH:18]=[C:17]([S:25](=[O:34])(=[O:33])[NH:26][CH:27]2[CH2:32][CH2:31][CH2:30][CH2:29][CH2:28]2)[CH:16]=1)=O.C([SiH](CC)CC)C. (7) Given the product [F:31][C:32]1[C:37]([F:38])=[C:36]([F:39])[CH:35]=[CH:34][C:33]=1[NH:40][C:41](=[O:66])[NH:42][C:43]1[CH:44]=[CH:45][C:46]([C:49]2[S:53][C:52]([CH:54]3[CH2:55][CH2:56][N:57]([CH2:60][C:61]([OH:63])=[O:62])[CH2:58][CH2:59]3)=[N:51][CH:50]=2)=[CH:47][CH:48]=1, predict the reactants needed to synthesize it. The reactants are: FC(F)(F)C1C=C(NC(=O)NC2C=CC(C3SC(CCC(O)=O)=NC=3)=CC=2)C=CC=1.[F:31][C:32]1[C:37]([F:38])=[C:36]([F:39])[CH:35]=[CH:34][C:33]=1[NH:40][C:41](=[O:66])[NH:42][C:43]1[CH:48]=[CH:47][C:46]([C:49]2[S:53][C:52]([CH:54]3[CH2:59][CH2:58][N:57]([CH2:60][C:61]([O:63]CC)=[O:62])[CH2:56][CH2:55]3)=[N:51][CH:50]=2)=[CH:45][CH:44]=1. (8) Given the product [F:15][C:16]1[CH:21]=[C:20]([F:22])[CH:19]=[CH:18][C:17]=1[S:23]([NH:26][C:27]1[C:28]([O:42][CH3:43])=[N:29][CH:30]=[C:31]([C:2]2[CH:7]=[CH:6][N:5]3[N:8]=[CH:9][C:10]([C:11]#[C:12][CH2:13][OH:14])=[C:4]3[N:3]=2)[CH:32]=1)(=[O:25])=[O:24], predict the reactants needed to synthesize it. The reactants are: Cl[C:2]1[CH:7]=[CH:6][N:5]2[N:8]=[CH:9][C:10]([C:11]#[C:12][CH2:13][OH:14])=[C:4]2[N:3]=1.[F:15][C:16]1[CH:21]=[C:20]([F:22])[CH:19]=[CH:18][C:17]=1[S:23]([NH:26][C:27]1[C:28]([O:42][CH3:43])=[N:29][CH:30]=[C:31](B2OC(C)(C)C(C)(C)O2)[CH:32]=1)(=[O:25])=[O:24].C(Cl)Cl.C([O-])([O-])=O.[Na+].[Na+].